From a dataset of Reaction yield outcomes from USPTO patents with 853,638 reactions. Predict the reaction yield, written as a fraction of the theoretical maximum amount of product (1.0 means a 100% yield; for example, 0.34 means a 34% yield). (1) The reactants are [NH2:1][C:2]1[C:7]([F:8])=[C:6]([F:9])[C:5]([Br:10])=[CH:4][C:3]=1[CH:11](O)[CH2:12]Cl.C(=O)([O-])[O-].[K+].[K+]. The catalyst is C(O)C. The product is [Br:10][C:5]1[CH:4]=[C:3]2[C:2](=[C:7]([F:8])[C:6]=1[F:9])[NH:1][CH:12]=[CH:11]2. The yield is 0.480. (2) The yield is 0.770. The product is [F:28][C:29]1[CH:34]=[CH:33][C:32]([N:35]2[CH2:36][CH2:37][N:38]([CH2:41][C@H:43]3[CH2:52][C@@H:51]([CH3:53])[C:50]4[C:45](=[CH:46][CH:47]=[CH:48][CH:49]=4)[NH:44]3)[CH2:39][CH2:40]2)=[C:31]([O:54][CH3:55])[CH:30]=1. The reactants are C1(N2CCN(CC3CCC4C(=CC=CC=4)N3)CC2)C2C(=CC=CC=2)C=CN=1.[F:28][C:29]1[CH:34]=[CH:33][C:32]([N:35]2[CH2:40][CH2:39][N:38]([C:41]([C@H:43]3[CH2:52][C@@H:51]([CH3:53])[C:50]4[C:45](=[CH:46][CH:47]=[CH:48][CH:49]=4)[NH:44]3)=O)[CH2:37][CH2:36]2)=[C:31]([O:54][CH3:55])[CH:30]=1. No catalyst specified. (3) The reactants are [NH2:1][CH2:2][CH2:3][CH:4]([OH:9])[CH:5]=[C:6]([CH3:8])[CH3:7].C(N(C(C)C)CC)(C)C.Cl[C:20]([O:22][CH3:23])=[O:21].C(=O)([O-])O.[Na+]. The catalyst is ClCCl. The product is [CH3:23][O:22][C:20](=[O:21])[NH:1][CH2:2][CH2:3][CH:4]([OH:9])[CH:5]=[C:6]([CH3:8])[CH3:7]. The yield is 1.00. (4) The reactants are CC(OC(/[N:7]=N/C(OC(C)C)=O)=O)C.[C:32]1(P([C:28]2[CH:33]=[CH:32][CH:31]=CC=2)[C:32]2[CH:31]=CC=[CH:28][CH:33]=2)[CH:31]=CC=[CH:28][CH:33]=1.[C:34]([O:43][CH3:44])(=[O:42])[C:35]1[C:36](=[CH:38][CH:39]=[CH:40][CH:41]=1)[OH:37].[CH2:45]1[CH2:49]OCC1. No catalyst specified. The product is [CH3:44][O:43][C:34](=[O:42])[C:35]1[CH:41]=[CH:40][CH:39]=[CH:38][C:36]=1[O:37][CH2:49][CH2:45][N:7]1[CH2:31][CH2:32][CH2:33][CH2:28]1. The yield is 0.210. (5) The reactants are [Na:1].N1(C(C[C@H](CO)OCP(O)(O)=O)=O)C=C(C)C(=O)NC1=O.[N:23]1([C:31]([CH2:33][C@H:34]([CH2:47][OH:48])[O:35][CH2:36][P:37]([O:43]C(C)C)([O:39]C(C)C)=[O:38])=[O:32])[CH:30]=[CH:29][C:27]([NH2:28])=[N:26][C:24]1=[O:25].I[Si](C)(C)C. No catalyst specified. The product is [Na:1].[N:23]1([C:31]([CH2:33][C@H:34]([CH2:47][OH:48])[O:35][CH2:36][P:37]([OH:39])([OH:43])=[O:38])=[O:32])[CH:30]=[CH:29][C:27]([NH2:28])=[N:26][C:24]1=[O:25]. The yield is 0.730.